Task: Regression. Given two drug SMILES strings and cell line genomic features, predict the synergy score measuring deviation from expected non-interaction effect.. Dataset: NCI-60 drug combinations with 297,098 pairs across 59 cell lines (1) Drug 1: CCC1(CC2CC(C3=C(CCN(C2)C1)C4=CC=CC=C4N3)(C5=C(C=C6C(=C5)C78CCN9C7C(C=CC9)(C(C(C8N6C=O)(C(=O)OC)O)OC(=O)C)CC)OC)C(=O)OC)O.OS(=O)(=O)O. Drug 2: CS(=O)(=O)CCNCC1=CC=C(O1)C2=CC3=C(C=C2)N=CN=C3NC4=CC(=C(C=C4)OCC5=CC(=CC=C5)F)Cl. Cell line: UACC-257. Synergy scores: CSS=13.4, Synergy_ZIP=1.84, Synergy_Bliss=9.06, Synergy_Loewe=1.88, Synergy_HSA=7.37. (2) Drug 1: C1=NC2=C(N=C(N=C2N1C3C(C(C(O3)CO)O)F)Cl)N. Drug 2: CCC1=C2CN3C(=CC4=C(C3=O)COC(=O)C4(CC)O)C2=NC5=C1C=C(C=C5)O. Cell line: SK-MEL-5. Synergy scores: CSS=26.0, Synergy_ZIP=2.41, Synergy_Bliss=4.37, Synergy_Loewe=7.83, Synergy_HSA=8.63.